This data is from Forward reaction prediction with 1.9M reactions from USPTO patents (1976-2016). The task is: Predict the product of the given reaction. (1) Given the reactants C([O:3][C:4]([C:6]12[CH2:24][CH:23]1[CH:22]=[CH:21][CH2:20][O:19][CH2:18][CH2:17][CH2:16][CH:15]([NH:25][C:26]([O:28][C:29]([CH3:32])([CH3:31])[CH3:30])=[O:27])[C:14](=[O:33])[N:13]1[CH:9]([CH2:10][CH:11]([O:34][C:35]3[C:44]4[C:39](=[CH:40][C:41]([O:45][CH3:46])=[CH:42][CH:43]=4)[CH:38]=[CH:37][N:36]=3)[CH2:12]1)[C:8](=[O:47])[NH:7]2)=[O:5])C.O.CO.[OH-].[Li+], predict the reaction product. The product is: [C:29]([O:28][C:26]([NH:25][CH:15]1[C:14](=[O:33])[N:13]2[CH:9]([CH2:10][CH:11]([O:34][C:35]3[C:44]4[C:39](=[CH:40][C:41]([O:45][CH3:46])=[CH:42][CH:43]=4)[CH:38]=[CH:37][N:36]=3)[CH2:12]2)[C:8](=[O:47])[NH:7][C:6]2([C:4]([OH:5])=[O:3])[CH:23]([CH2:24]2)[CH:22]=[CH:21][CH2:20][O:19][CH2:18][CH2:17][CH2:16]1)=[O:27])([CH3:32])([CH3:30])[CH3:31]. (2) Given the reactants C[O-].[Na+].[NH2:4][C:5]1[C:10]([OH:11])=[CH:9][CH:8]=[CH:7][N:6]=1.[F:12][C:13]1[CH:20]=[CH:19][CH:18]=[C:17]([F:21])[C:14]=1[CH2:15]Br.O, predict the reaction product. The product is: [F:12][C:13]1[CH:20]=[CH:19][CH:18]=[C:17]([F:21])[C:14]=1[CH2:15][O:11][C:10]1[C:5]([NH2:4])=[N:6][CH:7]=[CH:8][CH:9]=1. (3) Given the reactants Cl[CH2:2][CH2:3][CH2:4][O:5][C:6]1[CH:7]=[CH:8][C:9]2[CH2:15][C:14]([CH3:17])([CH3:16])[NH:13][C:12](=[O:18])[NH:11][C:10]=2[CH:19]=1.Cl.[C:21]1([N:31]2[CH2:36][CH2:35][NH:34][CH2:33][CH2:32]2)[C:30]2[C:25](=[CH:26][CH:27]=[CH:28][CH:29]=2)[CH:24]=[CH:23][CH:22]=1.[Na+].[I-].C([O-])([O-])=O.[K+].[K+], predict the reaction product. The product is: [CH3:16][C:14]1([CH3:17])[NH:13][C:12](=[O:18])[NH:11][C:10]2[CH:19]=[C:6]([O:5][CH2:4][CH2:3][CH2:2][N:34]3[CH2:33][CH2:32][N:31]([C:21]4[C:30]5[C:25](=[CH:26][CH:27]=[CH:28][CH:29]=5)[CH:24]=[CH:23][CH:22]=4)[CH2:36][CH2:35]3)[CH:7]=[CH:8][C:9]=2[CH2:15]1. (4) Given the reactants [CH2:1]([O:3][C:4]1[CH:9]=[CH:8][CH:7]=[C:6]([OH:10])[C:5]=1[C:11](=[NH:13])[NH2:12])[CH3:2].[S:14](N1C=CN=C1)(N1C=CN=C1)(=[O:16])=[O:15], predict the reaction product. The product is: [NH2:13][C:11]1[C:5]2[C:4]([O:3][CH2:1][CH3:2])=[CH:9][CH:8]=[CH:7][C:6]=2[O:10][S:14](=[O:16])(=[O:15])[N:12]=1. (5) Given the reactants [NH2:1][C:2]1[CH:22]=[CH:21][C:5]([C:6]([N:8]2[CH2:13][CH2:12][N:11]([C:14](OC(C)(C)C)=O)[CH2:10][CH2:9]2)=[O:7])=[CH:4][CH:3]=1.FC(F)(F)C(O)=O.BrC[C:32]1[CH:37]=[CH:36][C:35]([C:38]([OH:47])([C:43]([F:46])([F:45])[F:44])[C:39]([F:42])([F:41])[F:40])=[CH:34][CH:33]=1.C(=O)([O-])[O-].[K+].[K+], predict the reaction product. The product is: [NH2:1][C:2]1[CH:3]=[CH:4][C:5]([C:6]([N:8]2[CH2:9][CH2:10][N:11]([CH2:14][C:32]3[CH:37]=[CH:36][C:35]([C:38]([OH:47])([C:43]([F:44])([F:46])[F:45])[C:39]([F:42])([F:40])[F:41])=[CH:34][CH:33]=3)[CH2:12][CH2:13]2)=[O:7])=[CH:21][CH:22]=1. (6) Given the reactants [N:1]1[C:10]2[C:5](=[CH:6][N:7]=[CH:8][CH:9]=2)[CH:4]=[CH:3][C:2]=1[C:11]([OH:13])=O.O.ON1C2C=CC=CC=2N=N1.[CH2:25]([NH2:32])[C:26]1[CH:31]=[CH:30][CH:29]=[CH:28][CH:27]=1.Cl.CN(C)CCCN=C=NCC, predict the reaction product. The product is: [CH2:25]([NH:32][C:11]([C:2]1[CH:3]=[CH:4][C:5]2[C:10](=[CH:9][CH:8]=[N:7][CH:6]=2)[N:1]=1)=[O:13])[C:26]1[CH:31]=[CH:30][CH:29]=[CH:28][CH:27]=1. (7) Given the reactants [CH2:1]([O:3][C:4](=[O:15])[CH2:5][C:6]1[C:7]([CH2:13][CH3:14])=[N:8][NH:9][C:10]=1[CH2:11][CH3:12])[CH3:2].[N+:16]([C:19]1[CH:26]=[CH:25][C:22]([CH2:23]Br)=[CH:21][CH:20]=1)([O-:18])=[O:17].C([O-])([O-])=O.[K+].[K+].O, predict the reaction product. The product is: [CH2:1]([O:3][C:4](=[O:15])[CH2:5][C:6]1[C:7]([CH2:13][CH3:14])=[N:8][N:9]([CH2:23][C:22]2[CH:25]=[CH:26][C:19]([N+:16]([O-:18])=[O:17])=[CH:20][CH:21]=2)[C:10]=1[CH2:11][CH3:12])[CH3:2]. (8) Given the reactants [NH2:1][C@H:2]1[CH2:7][CH2:6][N:5]([C:8]2[CH:13]=[C:12]([CH3:14])[N:11]=[C:10]([C:15]([O:17][CH3:18])=[O:16])[CH:9]=2)[CH2:4][C@H:3]1[O:19][CH3:20].[Cl:21][C:22]1[N:23]=[C:24]([C:29](O)=[O:30])[NH:25][C:26]=1[CH2:27][CH3:28].CCN=C=NCCCN(C)C.Cl.C1C=CC2N(O)N=NC=2C=1, predict the reaction product. The product is: [Cl:21][C:22]1[N:23]=[C:24]([C:29]([NH:1][C@H:2]2[CH2:7][CH2:6][N:5]([C:8]3[CH:13]=[C:12]([CH3:14])[N:11]=[C:10]([C:15]([O:17][CH3:18])=[O:16])[CH:9]=3)[CH2:4][C@H:3]2[O:19][CH3:20])=[O:30])[NH:25][C:26]=1[CH2:27][CH3:28].